This data is from Forward reaction prediction with 1.9M reactions from USPTO patents (1976-2016). The task is: Predict the product of the given reaction. (1) The product is: [C:1]([O:5][C:6](=[O:22])[NH:7][C:8]1[CH:21]=[CH:20][C:11]2[C:12]([CH3:19])([CH3:18])[CH2:13][CH2:14][C:15](=[S:37])[NH:16][C:10]=2[CH:9]=1)([CH3:4])([CH3:3])[CH3:2]. Given the reactants [C:1]([O:5][C:6](=[O:22])[NH:7][C:8]1[CH:21]=[CH:20][C:11]2[C:12]([CH3:19])([CH3:18])[CH2:13][CH2:14][C:15](=O)[NH:16][C:10]=2[CH:9]=1)([CH3:4])([CH3:3])[CH3:2].C1COCC1.COC1C=CC(P2(=S)SP(C3C=CC(OC)=CC=3)(=S)[S:37]2)=CC=1, predict the reaction product. (2) Given the reactants [CH3:1][C:2]1[CH:26]=[CH:25][C:5]([C:6]([NH:8][C:9]2[CH:14]=[C:13]([C:15]([F:18])([F:17])[F:16])[CH:12]=[C:11]([N:19]3[CH:23]=[C:22]([CH3:24])[N:21]=[CH:20]3)[CH:10]=2)=[O:7])=[CH:4][C:3]=1[NH:27][C:28]1[N:33]=[C:32]([C:34]2[CH:35]=[N:36][CH:37]=[CH:38][CH:39]=2)[CH:31]=[CH:30][N:29]=1.[CH3:40][S:41]([OH:44])(=[O:43])=[O:42].[CH:45]([NH:48][C:49](=[O:53])[O:50][CH2:51][I:52])([CH3:47])[CH3:46], predict the reaction product. The product is: [CH3:40][S:41]([OH:44])(=[O:43])=[O:42].[I-:52].[CH:45]([NH:48][C:49]([O:50][CH2:51][N+:36]1[CH:37]=[CH:38][CH:39]=[C:34]([C:32]2[CH:31]=[CH:30][N:29]=[C:28]([NH:27][C:3]3[CH:4]=[C:5]([C:6](=[O:7])[NH:8][C:9]4[CH:14]=[C:13]([C:15]([F:16])([F:17])[F:18])[CH:12]=[C:11]([N:19]5[CH:23]=[C:22]([CH3:24])[N:21]=[CH:20]5)[CH:10]=4)[CH:25]=[CH:26][C:2]=3[CH3:1])[N:33]=2)[CH:35]=1)=[O:53])([CH3:47])[CH3:46].